Dataset: Forward reaction prediction with 1.9M reactions from USPTO patents (1976-2016). Task: Predict the product of the given reaction. (1) The product is: [F:3][C:4]1[C:5]([N:14]2[C:18]([CH3:19])=[C:17]([C:20]([NH:22][C:23]3[CH:24]=[N:25][C:26]([C@H:30]4[CH2:31][CH2:32][C@H:33]([OH:36])[CH2:34][CH2:35]4)=[C:27]([CH3:29])[CH:28]=3)=[O:21])[CH:16]=[N:15]2)=[N:6][CH:7]=[C:8]([C:10]([F:13])([F:12])[F:11])[CH:9]=1. Given the reactants [BH4-].[Na+].[F:3][C:4]1[C:5]([N:14]2[C:18]([CH3:19])=[C:17]([C:20]([NH:22][C:23]3[CH:24]=[N:25][C:26]([CH:30]4[CH2:35][CH2:34][C:33](=[O:36])[CH2:32][CH2:31]4)=[C:27]([CH3:29])[CH:28]=3)=[O:21])[CH:16]=[N:15]2)=[N:6][CH:7]=[C:8]([C:10]([F:13])([F:12])[F:11])[CH:9]=1.O, predict the reaction product. (2) Given the reactants [CH3:1][C:2]1([C:7]2[S:8][C:9]([CH2:12][N:13]3[CH:17]=[C:16]([NH2:18])[CH:15]=[N:14]3)=[CH:10][N:11]=2)[O:6]CCO1.[F:19][C:20]([F:33])([F:32])[C:21]1[CH:26]=[CH:25][C:24](/[CH:27]=[CH:28]/[C:29](O)=[O:30])=[CH:23][CH:22]=1, predict the reaction product. The product is: [C:2]([C:7]1[S:8][C:9]([CH2:12][N:13]2[CH:17]=[C:16]([NH:18][C:29](=[O:30])/[CH:28]=[CH:27]/[C:24]3[CH:23]=[CH:22][C:21]([C:20]([F:32])([F:33])[F:19])=[CH:26][CH:25]=3)[CH:15]=[N:14]2)=[CH:10][N:11]=1)(=[O:6])[CH3:1]. (3) The product is: [CH:22]1([NH:25][CH2:26][C@@H:27]2[C@H:31]([F:32])[CH2:30][N:29]([C:11]3[C:10]([F:13])=[C:9]4[C:4]([C:5](=[O:21])[C:6]([C:18]([OH:20])=[O:19])=[CH:7][N:8]4[C@@H:14]4[CH2:16][C@@H:15]4[F:17])=[CH:3][C:2]=3[F:1])[CH2:28]2)[CH2:24][CH2:23]1. Given the reactants [F:1][C:2]1[CH:3]=[C:4]2[C:9](=[C:10]([F:13])[C:11]=1F)[N:8]([C@@H:14]1[CH2:16][C@@H:15]1[F:17])[CH:7]=[C:6]([C:18]([OH:20])=[O:19])[C:5]2=[O:21].[CH:22]1([NH:25][CH2:26][C@@H:27]2[C@H:31]([F:32])[CH2:30][NH:29][CH2:28]2)[CH2:24][CH2:23]1, predict the reaction product. (4) Given the reactants [Li+].[OH-].[CH3:3][C:4]1[CH:5]=[C:6]([CH2:11][C:12]([NH:14][C@@H:15]([CH2:20][C:21]2[C:29]3[C:24](=[CH:25][CH:26]=[CH:27][CH:28]=3)[NH:23][CH:22]=2)[C:16]([O:18]C)=[O:17])=[O:13])[CH:7]=[C:8]([CH3:10])[CH:9]=1.O, predict the reaction product. The product is: [CH3:10][C:8]1[CH:7]=[C:6]([CH2:11][C:12]([NH:14][C@@H:15]([CH2:20][C:21]2[C:29]3[C:24](=[CH:25][CH:26]=[CH:27][CH:28]=3)[NH:23][CH:22]=2)[C:16]([OH:18])=[O:17])=[O:13])[CH:5]=[C:4]([CH3:3])[CH:9]=1. (5) Given the reactants [F:1][C:2]1[CH:7]=[CH:6][C:5]([CH2:8][OH:9])=[C:4]([O:10][CH:11]([CH2:16][CH:17]=[CH2:18])[C:12]([F:15])([F:14])[F:13])[CH:3]=1.[CH2:19]([O:22][C:23]1([CH3:52])[CH2:28][CH2:27][N:26]([C:29]2[N:34]3[N:35]=[C:36]([CH2:38]I)[CH:37]=[C:33]3[N:32]=[C:31]([CH3:40])[C:30]=2[C@H:41]([O:47][C:48]([CH3:51])([CH3:50])[CH3:49])[C:42]([O:44][CH2:45][CH3:46])=[O:43])[CH2:25][CH2:24]1)[CH:20]=[CH2:21].[H-].[Na+], predict the reaction product. The product is: [C:48]([O:47][C@@H:41]([C:30]1[C:31]([CH3:40])=[N:32][C:33]2[N:34]([N:35]=[C:36]([CH2:38][O:9][CH2:8][C:5]3[CH:6]=[CH:7][C:2]([F:1])=[CH:3][C:4]=3[O:10][CH:11]([CH2:16][CH:17]=[CH2:18])[C:12]([F:13])([F:14])[F:15])[CH:37]=2)[C:29]=1[N:26]1[CH2:25][CH2:24][C:23]([CH3:52])([O:22][CH2:19][CH:20]=[CH2:21])[CH2:28][CH2:27]1)[C:42]([O:44][CH2:45][CH3:46])=[O:43])([CH3:51])([CH3:49])[CH3:50]. (6) Given the reactants [CH3:1][O:2][C:3]1[O:4][C:5]([C:16]2[CH:25]=[CH:24][C:19]([O:20][CH2:21][CH2:22][OH:23])=[CH:18][CH:17]=2)=[C:6]([C:8]2[CH:13]=[CH:12][C:11]([O:14][CH3:15])=[CH:10][CH:9]=2)[N:7]=1.C(N(CC)CC)C.[CH3:33][S:34](Cl)(=[O:36])=[O:35], predict the reaction product. The product is: [CH3:33][S:34]([O:23][CH2:22][CH2:21][O:20][C:19]1[CH:24]=[CH:25][C:16]([C:5]2[O:4][C:3]([O:2][CH3:1])=[N:7][C:6]=2[C:8]2[CH:9]=[CH:10][C:11]([O:14][CH3:15])=[CH:12][CH:13]=2)=[CH:17][CH:18]=1)(=[O:36])=[O:35]. (7) Given the reactants [F:1][C:2]1[CH:26]=[CH:25][CH:24]=[C:23]([F:27])[C:3]=1[CH2:4][O:5][C:6]1[C:7]2[N:8]([C:13]([C:18]([O:20]CC)=[O:19])=[C:14]([CH2:16][CH3:17])[N:15]=2)[CH:9]=[C:10]([CH3:12])[CH:11]=1.[OH-].[Na+].[OH-].[Li+].Cl, predict the reaction product. The product is: [F:1][C:2]1[CH:26]=[CH:25][CH:24]=[C:23]([F:27])[C:3]=1[CH2:4][O:5][C:6]1[C:7]2[N:8]([C:13]([C:18]([OH:20])=[O:19])=[C:14]([CH2:16][CH3:17])[N:15]=2)[CH:9]=[C:10]([CH3:12])[CH:11]=1.